From a dataset of Catalyst prediction with 721,799 reactions and 888 catalyst types from USPTO. Predict which catalyst facilitates the given reaction. Reactant: [Cl:1][C:2]1[CH2:6][CH:5]([C:7]([O:9][CH3:10])=[O:8])[N:4]([C:11]2[CH:12]=[N:13][CH:14]=[CH:15][CH:16]=2)[N:3]=1.[Mn]([O-])(=O)(=O)=O.[K+]. Product: [Cl:1][C:2]1[CH:6]=[C:5]([C:7]([O:9][CH3:10])=[O:8])[N:4]([C:11]2[CH:12]=[N:13][CH:14]=[CH:15][CH:16]=2)[N:3]=1. The catalyst class is: 21.